This data is from Full USPTO retrosynthesis dataset with 1.9M reactions from patents (1976-2016). The task is: Predict the reactants needed to synthesize the given product. Given the product [CH3:1][O:2][C:3](=[O:16])[C:4]1[CH:5]=[C:6]([C:22]#[C:21][Si:18]([CH3:20])([CH3:19])[CH3:17])[CH:7]=[CH:8][C:9]=1[O:10][C:11]([F:14])([F:13])[F:12], predict the reactants needed to synthesize it. The reactants are: [CH3:1][O:2][C:3](=[O:16])[C:4]1[C:9]([O:10][C:11]([F:14])([F:13])[F:12])=[CH:8][CH:7]=[C:6](Br)[CH:5]=1.[CH3:17][Si:18]([C:21]#[CH:22])([CH3:20])[CH3:19].C1(P(C2C=CC=CC=2)C2C=CC=CC=2)C=CC=CC=1.